Dataset: Peptide-MHC class I binding affinity with 185,985 pairs from IEDB/IMGT. Task: Regression. Given a peptide amino acid sequence and an MHC pseudo amino acid sequence, predict their binding affinity value. This is MHC class I binding data. (1) The peptide sequence is GRQTALFLL. The MHC is Mamu-B08 with pseudo-sequence Mamu-B08. The binding affinity (normalized) is 0.999. (2) The peptide sequence is AMQDPNPEV. The MHC is HLA-A02:50 with pseudo-sequence HLA-A02:50. The binding affinity (normalized) is 0.936. (3) The peptide sequence is HPAHTTVAA. The MHC is HLA-B51:01 with pseudo-sequence HLA-B51:01. The binding affinity (normalized) is 0. (4) The peptide sequence is AVDLSHFLK. The MHC is HLA-B40:01 with pseudo-sequence HLA-B40:01. The binding affinity (normalized) is 0. (5) The peptide sequence is LCMLNNSFYY. The MHC is HLA-A24:02 with pseudo-sequence HLA-A24:02. The binding affinity (normalized) is 0.00414. (6) The MHC is HLA-B40:01 with pseudo-sequence HLA-B40:01. The binding affinity (normalized) is 0.0847. The peptide sequence is FTDNNELEF.